This data is from Reaction yield outcomes from USPTO patents with 853,638 reactions. The task is: Predict the reaction yield, written as a fraction of the theoretical maximum amount of product (1.0 means a 100% yield; for example, 0.34 means a 34% yield). The reactants are C(C1C=CC=C(OC)C=1C(=O)COC1C=C(C)C=C(C)C=1C)(C)C.[CH:25]([C:28]1[CH:33]=[CH:32][C:31]([C:34](=O)[CH2:35][O:36][C:37]2[CH:42]=[C:41]([CH3:43])[CH:40]=[C:39]([CH3:44])[C:38]=2[CH3:45])=[C:30]([O:47][CH3:48])[CH:29]=1)([CH3:27])[CH3:26].O.[O-2].[O-2].[O-2].O=[Si]=O.O=[Si]=O.O=[Si]=O.O=[Si]=O.[Al+3].[Al+3]. The catalyst is C1(C)C=CC=CC=1. The product is [CH:25]([C:28]1[CH:33]=[CH:32][C:31]([C:34]2[C:42]3[C:41]([CH3:43])=[CH:40][C:39]([CH3:44])=[C:38]([CH3:45])[C:37]=3[O:36][CH:35]=2)=[C:30]([O:47][CH3:48])[CH:29]=1)([CH3:27])[CH3:26]. The yield is 0.400.